Dataset: Experimentally validated miRNA-target interactions with 360,000+ pairs, plus equal number of negative samples. Task: Binary Classification. Given a miRNA mature sequence and a target amino acid sequence, predict their likelihood of interaction. (1) The miRNA is mmu-miR-335-3p with sequence UUUUUCAUUAUUGCUCCUGACC. The protein sequence of the target gene is MADGPRCKRRKQANPRRNNVTNYNTVVEANSDSDDEDKLHIVEEESITDAADCEGGMPDDELPADQTVLPGGSDRGGGAKNCWQDNVKDNECDSDAENEQNHDPNVEEFLQQQDTAVIYPEAPEEDQRQGTPEASSHDENGTPDAFSQLLTCPYCDRGYKRFTSLKEHIKYRHEKNEDNFSCSLCSYTFAYRTQLERHMTSHKSGREQRHVTQSGGNRKFKCTECGKAFKYKHHLKEHLRIHSGEKPYECPNCKKRFSHSGSYSSHISSKKCISLMPVNGRPRSGLKTSQCSSPSLSTSP.... Result: 1 (interaction). (2) The miRNA is hsa-miR-556-5p with sequence GAUGAGCUCAUUGUAAUAUGAG. The protein sequence of the target gene is MEADIITNLRCRLKEAEEERLKAAQYGLQLVESQNELQNQLDKCRNEMMTMTESYEQEKYTLQREVELKSRMLESLSCECEAIKQQQKMHLEKLEEQLSRSHGQEVNELKTKIEKLKVELDEARLSEKQLKHQVDHQKELLSCKSEELRVMSERVQESMSSEMLALQIELTEMESMKTTLKEEVNELQYRQEQLELLITNLMRQVDRLKEEKEEREKEAVSYYNALEKARVANQDLQVQLDQALQQALDPNSKGNSLFAEVEDRRAAMERQLISMKVKYQSLKKQNVFNREQMQRMKLQI.... Result: 0 (no interaction). (3) The miRNA is hsa-miR-34a-5p with sequence UGGCAGUGUCUUAGCUGGUUGU. The protein sequence of the target gene is MSGRGKQGGKARAKAKSRSSRAGLQFPVGRVHRLLRKGNYAERVGAGAPVYMAAVLEYLTAEILELAGNAARDNKKTRIIPRHLQLAIRNDEELNKLLGKVTIAQGGVLPNIQAVLLPKKTESHKAKSK. Result: 1 (interaction). (4) The miRNA is ath-miR398a-3p with sequence UGUGUUCUCAGGUCACCCCUU. The protein sequence of the target gene is MSHAVTIEEPQAQPQVSQTRYRERSRAGSHISSNRAYDFLYDPLFIVSSEKDHTQANIQATLIRSRLRKVPRFKTMFSNLIHYPRYSLYWSKSDPVPPFISREWKGHKEKHREALRQLTTTDASFQMPKEVYEDPEVTGKNRYKYFERPFLPFFQQMPFNVVYAVSKAEPYTFPPTSTKHLSIPSKSTVGTQTDYRDADVQTDPYSAEYVVCQDSIPELLTLATLTWGRGLPAGQAEVEMIERAREKRAWEASLPALSDTSQFEKRRKMMNEMERKEWAFREQEIEKLQEIRLEVLKELL.... Result: 0 (no interaction). (5) Result: 1 (interaction). The miRNA is mmu-miR-376c-3p with sequence AACAUAGAGGAAAUUUCACGU. The protein sequence of the target gene is MAVSWIVFDLWLLTVFLGQIGGHSLFSCEPITLRMCQDLPYNTTFMPNLLNHYDQQTAALAMEPFHPMVNLDCSRDFRPFLCALYAPICMEYGRVTLPCRRLCQRAYSECSKLMEMFGVPWPEDMECSRFPDCDEPYPRLVDLNLVGDPTEGAPVAVQRDYGFWCPRELKIDPDLGYSFLHVRDCSPPCPNMYFRREELSFARYFIGLISIICLSATLFTFLTFLIDVTRFRYPERPIIFYAVCYMMVSLIFFIGFLLEDRVACNASSPAQYKASTVTQGSHNKACTMLFMVLYFFTMAG.... (6) The miRNA is hsa-miR-32-5p with sequence UAUUGCACAUUACUAAGUUGCA. The protein sequence of the target gene is MSDQQLDCALDLMRRLPPQQIEKNLSDLIDLVPSLCEDLLSSVDQPLKIARDKVVGKDYLLCDYNRDGDSYRSPWSNKYDPPLEDGAMPSARLRKLEVEANNAFDQYRDLYFEGGVSSVYLWDLDHGFAGVILIKKAGDGSKKIKGCWDSIHVVEVQEKSSGRTAHYKLTSTVMLWLQTNKSGSGTMNLGGSLTRQMEKDETVSDCSPHIANIGRLVEDMENKIRSTLNEIYFGKTKDIVNGLRSIDAIPDNQKFKQLQRELSQVLTQRQIYIQPDN. Result: 1 (interaction).